This data is from Reaction yield outcomes from USPTO patents with 853,638 reactions. The task is: Predict the reaction yield, written as a fraction of the theoretical maximum amount of product (1.0 means a 100% yield; for example, 0.34 means a 34% yield). (1) The reactants are C([O:3][CH:4](OCC)[C:5]1[CH:10]=[CH:9][C:8]([CH2:11][OH:12])=[CH:7][CH:6]=1)C. The catalyst is C1COCC1.Cl.C(OCC)(=O)C.O. The product is [OH:12][CH2:11][C:8]1[CH:9]=[CH:10][C:5]([CH:4]=[O:3])=[CH:6][CH:7]=1. The yield is 1.00. (2) The reactants are C(O)(=O)C.N1C=[CH:9][CH:8]=[CH:7][CH:6]=1.[CH3:11][C:12]1[N:16]([CH2:17][C:18]2[CH:23]=[CH:22][C:21]([CH3:24])=[CH:20][CH:19]=2)[N:15]=[C:14]([C:25]2[O:29][N:28]=[C:27]([C:30]3[CH:35]=[CH:34][C:33]([CH2:36][NH2:37])=[CH:32][CH:31]=3)[N:26]=2)[CH:13]=1.COC1CCC(OC)O1. The catalyst is O. The product is [CH3:11][C:12]1[N:16]([CH2:17][C:18]2[CH:19]=[CH:20][C:21]([CH3:24])=[CH:22][CH:23]=2)[N:15]=[C:14]([C:25]2[O:29][N:28]=[C:27]([C:30]3[CH:31]=[CH:32][C:33]([CH2:36][N:37]4[CH:9]=[CH:8][CH:7]=[CH:6]4)=[CH:34][CH:35]=3)[N:26]=2)[CH:13]=1. The yield is 0.310.